Task: Predict the reactants needed to synthesize the given product.. Dataset: Full USPTO retrosynthesis dataset with 1.9M reactions from patents (1976-2016) Given the product [CH:3]([N:6]1[CH2:7][CH2:8][CH:9]([C:12]2[CH:13]=[CH:14][C:15]([NH2:18])=[CH:16][CH:17]=2)[CH2:10][CH2:11]1)([CH3:5])[CH3:4], predict the reactants needed to synthesize it. The reactants are: NN.[CH:3]([N:6]1[CH2:11][CH2:10][CH:9]([C:12]2[CH:17]=[CH:16][C:15]([N+:18]([O-])=O)=[CH:14][CH:13]=2)[CH2:8][CH2:7]1)([CH3:5])[CH3:4].